From a dataset of Forward reaction prediction with 1.9M reactions from USPTO patents (1976-2016). Predict the product of the given reaction. (1) Given the reactants Cl[C:2]1[CH:3]=[CH:4][C:5]2[N:6]([C:8]([C:11]3([C:14]4[CH:15]=[C:16]5[C:21](=[CH:22][CH:23]=4)[N:20]=[CH:19][CH:18]=[CH:17]5)[CH2:13][CH2:12]3)=[N:9][N:10]=2)[N:7]=1.C([Sn](CCCC)(CCCC)[C:29]([O:31]CC)=[CH2:30])CCC, predict the reaction product. The product is: [N:20]1[C:21]2[C:16](=[CH:15][C:14]([C:11]3([C:8]4[N:6]5[N:7]=[C:2]([C:29](=[O:31])[CH3:30])[CH:3]=[CH:4][C:5]5=[N:10][N:9]=4)[CH2:13][CH2:12]3)=[CH:23][CH:22]=2)[CH:17]=[CH:18][CH:19]=1. (2) Given the reactants [C:1]([O:5][C:6](=[O:30])[CH2:7][O:8][C:9]1[CH:14]=[CH:13][C:12]([Cl:15])=[CH:11][C:10]=1[C:16]#[C:17]C1C=CC=C(S(CCC)(=O)=O)C=1)([CH3:4])([CH3:3])[CH3:2].C(OC(=O)COC1C=CC(Cl)=CC=1C#C)(C)(C)C.[CH3:49][S:50]([C:53]1[CH:58]=[CH:57][C:56](Br)=[CH:55][CH:54]=1)(=[O:52])=[O:51], predict the reaction product. The product is: [C:1]([O:5][C:6](=[O:30])[CH2:7][O:8][C:9]1[CH:14]=[CH:13][C:12]([Cl:15])=[CH:11][C:10]=1[C:16]#[C:17][C:56]1[CH:57]=[CH:58][C:53]([S:50]([CH3:49])(=[O:52])=[O:51])=[CH:54][CH:55]=1)([CH3:4])([CH3:3])[CH3:2]. (3) Given the reactants [OH:1][CH2:2][CH:3]1[CH2:15][N:13]2[C:14]3[C:9]([C:10](=[O:26])[N:11]([CH2:17][C:18]4[CH:23]=[CH:22][C:21]([O:24][CH3:25])=[CH:20][CH:19]=4)[C:12]2=[O:16])=[CH:8][CH:7]=[CH:6][C:5]=3[CH2:4]1.[H-].[Na+].[CH2:29](Br)[C:30]1[CH:35]=[CH:34][CH:33]=[CH:32][CH:31]=1.S([O-])(O)(=O)=O.[K+], predict the reaction product. The product is: [CH2:29]([O:1][CH2:2][CH:3]1[CH2:15][N:13]2[C:14]3[C:9]([C:10](=[O:26])[N:11]([CH2:17][C:18]4[CH:19]=[CH:20][C:21]([O:24][CH3:25])=[CH:22][CH:23]=4)[C:12]2=[O:16])=[CH:8][CH:7]=[CH:6][C:5]=3[CH2:4]1)[C:30]1[CH:35]=[CH:34][CH:33]=[CH:32][CH:31]=1. (4) Given the reactants [Br:1][C:2]1[CH:3]=[C:4]([OH:9])[CH:5]=[CH:6][C:7]=1[Cl:8].N1C=CN=C1.[C:15]([Si:19]([CH3:22])([CH3:21])Cl)([CH3:18])([CH3:17])[CH3:16], predict the reaction product. The product is: [Br:1][C:2]1[CH:3]=[C:4]([CH:5]=[CH:6][C:7]=1[Cl:8])[O:9][Si:19]([C:15]([CH3:18])([CH3:17])[CH3:16])([CH3:22])[CH3:21]. (5) Given the reactants C(OC(=O)[NH:7][C:8]1([C:12]2[CH:17]=[CH:16][C:15]([C:18]3[C:27]([C:28]4[CH:33]=[CH:32][CH:31]=[CH:30][CH:29]=4)=[CH:26][C:25]4[C:24]5=[N:34][NH:35][C:36]([OH:37])=[C:23]5[CH2:22][CH2:21][C:20]=4[N:19]=3)=[CH:14][CH:13]=2)[CH2:11][CH2:10][CH2:9]1)(C)(C)C, predict the reaction product. The product is: [NH2:7][C:8]1([C:12]2[CH:13]=[CH:14][C:15]([C:18]3[C:27]([C:28]4[CH:29]=[CH:30][CH:31]=[CH:32][CH:33]=4)=[CH:26][C:25]4[C:24]5=[N:34][NH:35][C:36]([OH:37])=[C:23]5[CH2:22][CH2:21][C:20]=4[N:19]=3)=[CH:16][CH:17]=2)[CH2:11][CH2:10][CH2:9]1. (6) Given the reactants [C:1]([NH:8][C@H:9]([C:14]([OH:16])=O)[C:10]([CH3:13])([CH3:12])[CH3:11])([O:3][C:4]([CH3:7])([CH3:6])[CH3:5])=[O:2].CN(C(ON1N=NC2C=CC=CC1=2)=[N+](C)C)C.[B-](F)(F)(F)F.C(N(CC)CC)C.[NH2:46][CH2:47][C:48]1[O:52][C:51]([C:53]([O:55][CH2:56][CH3:57])=[O:54])=[N:50][N:49]=1, predict the reaction product. The product is: [CH2:56]([O:55][C:53]([C:51]1[O:52][C:48]([CH2:47][NH:46][C:14](=[O:16])[C@@H:9]([NH:8][C:1]([O:3][C:4]([CH3:5])([CH3:6])[CH3:7])=[O:2])[C:10]([CH3:11])([CH3:12])[CH3:13])=[N:49][N:50]=1)=[O:54])[CH3:57].